This data is from Forward reaction prediction with 1.9M reactions from USPTO patents (1976-2016). The task is: Predict the product of the given reaction. (1) Given the reactants [OH-].[Na+].C([O:6][C:7]1[CH:12]=[CH:11][CH:10]=[C:9]([O:13][Si:14]([CH:21]([CH3:23])[CH3:22])([CH:18]([CH3:20])[CH3:19])[CH:15]([CH3:17])[CH3:16])[CH:8]=1)(=O)C, predict the reaction product. The product is: [CH3:20][CH:18]([Si:14]([CH:21]([CH3:23])[CH3:22])([O:13][C:9]1[CH:8]=[C:7]([OH:6])[CH:12]=[CH:11][CH:10]=1)[CH:15]([CH3:16])[CH3:17])[CH3:19]. (2) Given the reactants [CH:1]1([C:4]2[C:5]([N:23]([CH2:28][C:29]3[CH:34]=[CH:33][C:32]([O:35][CH3:36])=[CH:31][CH:30]=3)[S:24]([CH3:27])(=[O:26])=[O:25])=[CH:6][C:7]3[O:11][C:10]([C:12]4[CH:17]=[CH:16][C:15]([F:18])=[CH:14][CH:13]=4)=[C:9]([CH:19]=[N:20]O)[C:8]=3[CH:22]=2)[CH2:3][CH2:2]1, predict the reaction product. The product is: [C:19]([C:9]1[C:8]2[CH:22]=[C:4]([CH:1]3[CH2:3][CH2:2]3)[C:5]([N:23]([CH2:28][C:29]3[CH:30]=[CH:31][C:32]([O:35][CH3:36])=[CH:33][CH:34]=3)[S:24]([CH3:27])(=[O:26])=[O:25])=[CH:6][C:7]=2[O:11][C:10]=1[C:12]1[CH:13]=[CH:14][C:15]([F:18])=[CH:16][CH:17]=1)#[N:20].